Regression. Given a target protein amino acid sequence and a drug SMILES string, predict the binding affinity score between them. We predict pIC50 (pIC50 = -log10(IC50 in M); higher means more potent). Dataset: bindingdb_ic50. From a dataset of Drug-target binding data from BindingDB using IC50 measurements. (1) The compound is COc1cccc2c1ncc1c(=O)n(-c3cccc(C)c3)c(=O)n(C3CCCC3)c12. The target protein sequence is MSRNSSIASDIHGDDLIVTPFAQVLASLRTVRNNFAALTNLQDRAPSKRSPMCNQPSINKATITEEAYQKLASETLEELDWCLDQLETLQTRHSVSEMASNKFKRMLNRELTHLSEMSRSGNQVSEFISNTFLDKQHEVEIPSPTQKEKEKKKRPMSQISGVKKLMHSSSLTNSSIPRFGVKTEQEDVLAKELEDVNKWGLHVFRIAELSGNRPLTVIMHTIFQERDLLKTFKIPVDTLITYLMTLEDHYHADVAYHNNIHAADVVQSTHVLLSTPALEAVFTDLEILAAIFASAIHDVDHPGVSNQFLINTNSELALMYNDSSVLENHHLAVGFKLLQEENCDIFQNLTKKQRQSLRKMVIDIVLATDMSKHMNLLADLKTMVETKKVTSSGVLLLDNYSDRIQVLQNMVHCADLSNPTKPLQLYRQWTDRIMEEFFRQGDRERERGMEISPMCDKHNASVEKSQVGFIDYIVHPLWETWADLVHPDAQDILDTLEDNR.... The pIC50 is 6.5. (2) The small molecule is O=C(O)Cc1ccccc1Nc1c(Cl)cccc1Cl. The target protein (Q4U2R8) has sequence MAFNDLLQQVGGVGRFQQIQVTLVVLPLLLMASHNTLQNFTAAIPTHHCRPPADANLSKNGGLEVWLPRDRQGQPESCLRFTSPQWGLPFLNGTEANGTGATEPCTDGWIYDNSTFPSTIVTEWDLVCSHRALRQLAQSLYMVGVLLGAMVFGYLADRLGRRKVLILNYLQTAVSGTCAAFAPNFPIYCAFRLLSGMALAGISLNCMTLNVEWMPIHTRACVGTLIGYVYSLGQFLLAGVAYAVPHWRHLQLLVSAPFFAFFIYSWFFIESARWHSSSGRLDLTLRALQRVARINGKREEGAKLSMEVLRASLQKELTMGKGQASAMELLRCPTLRHLFLCLSMLWFATSFAYYGLVMDLQGFGVSIYLIQVIFGAVDLPAKLVGFLVINSLGRRPAQMAALLLAGICILLNGVIPQDQSIVRTSLAVLGKGCLAASFNCIFLYTGELYPTMIRQTGMGMGSTMARVGSIVSPLVSMTAELYPSMPLFIYGAVPVAASAV.... The pIC50 is 5.4. (3) The small molecule is C=CCNc1nc(NCCOC)c2sc(-c3ccccc3)cc2n1. The target protein (Q62848) has sequence MASPRTRKVLKEVRAQDENNVCFECGAFNPQWVSVTYGIWICLECSGRHRGLGVHLSFVRSVTMDKWKDIELEKMKAGGNAKFREFLEAQDDYEPSWSLQDKYSSRAAALFRDKVATLAEGKEWSLESSPAQNWTPPQPKTLQFTAHRPAGQPQNVTTSGDKAFEDWLNDDLGSYQGAQENRYVGFGNTVPPQKREDDFLNSAMSSLYSGWSSFTTGASKFASAAKEGATKFGSQASQKASELGHSLNENVLKPAQEKVKEGRIFDDVSSGVSQLASKVQGVGSKGWRDVTTFFSGKAEDTSDRPLEGHSYQNSSGDNSQNSTIDQSFWETFGSAEPPKAKSPSSDSWTCADASTGRRSSDSWDIWGSGSASNNKNSNSDGWESWEGASGEGRAKATKKAAPSTAADEGWDNQNW. The pIC50 is 4.0. (4) The drug is CC1=N[C@H]2[C@@H](O[C@H](CO)[C@@H](O[C@@H]3O[C@H](CO[C@H]4O[C@H](CO[C@H]5O[C@H](CO[C@H]6O[C@H](CO)[C@@H](O)[C@H](O)[C@@H]6O)[C@@H](O)[C@H](O)[C@@H]5O)[C@@H](O)[C@H](O[C@@H]5O[C@H](CO)[C@@H](O)[C@H](O[C@@H]6O[C@H](CO)[C@@H](O)[C@H](O)[C@@H]6O)[C@@H]5O)[C@@H]4O)[C@@H](O)[C@H](O[C@@H]4O[C@H](CO)[C@@H](O)[C@H](O)[C@@H]4O[C@@H]4O[C@H](CO)[C@@H](O)[C@H](O)[C@@H]4O[C@@H]4O[C@H](CO)[C@@H](O)[C@H](O)[C@@H]4O)[C@@H]3O)[C@@H]2O)S1. The target protein (Q8NFI3) has sequence MEAAAVTVTRSATRRRRRQLQGLAAPEAGTQEEQEDQEPRPRRRRPGRSIKDEEEETVFREVVSFSPDPLPVRYYDKDTTKPISFYLSSLEELLAWKPRLEDGFNVALEPLACRQPPLSSQRPRTLLCHDMMGGYLDDRFIQGSVVQTPYAFYHWQCIDVFVYFSHHTVTIPPVGWTNTAHRHGVCVLGTFITEWNEGGRLCEAFLAGDERSYQAVADRLVQITQFFRFDGWLINIENSLSLAAVGNMPPFLRYLTTQLHRQVPGGLVLWYDSVVQSGQLKWQDELNQHNRVFFDSCDGFFTNYNWREEHLERMLGQAGERRADVYVGVDVFARGNVVGGRFDTDKSLELIRKHGFSVALFAPGWVYECLEKKDFFQNQDKFWGRLERYLPTHSICSLPFVTSFCLGMGARRVCYGQEEAVGPWYHLSAQEIQPLFGEHRLGGDGRGWVRTHCCLEDAWHGGSSLLVRGVIPPEVGNVAVRLFSLQAPVPPKIYLSMVYK.... The pIC50 is 6.4. (5) The small molecule is O=C1c2ccccc2C(=O)C12O[C@@H](c1ccccc1)c1c2c(O)n(-c2ccc(Cl)c(Cl)c2)c1O. The target protein (O95363) has sequence MVGSALRRGAHAYVYLVSKASHISRGHQHQAWGSRPPAAECATQRAPGSVVELLGKSYPQDDHSNLTRKVLTRVGRNLHNQQHHPLWLIKERVKEHFYKQYVGRFGTPLFSVYDNLSPVVTTWQNFDSLLIPADHPSRKKGDNYYLNRTHMLRAHTSAHQWDLLHAGLDAFLVVGDVYRRDQIDSQHYPIFHQLEAVRLFSKHELFAGIKDGESLQLFEQSSRSAHKQETHTMEAVKLVEFDLKQTLTRLMAHLFGDELEIRWVDCYFPFTHPSFEMEINFHGEWLEVLGCGVMEQQLVNSAGAQDRIGWAFGLGLERLAMILYDIPDIRLFWCEDERFLKQFCVSNINQKVKFQPLSKYPAVINDISFWLPSENYAENDFYDLVRTIGGDLVEKVDLIDKFVHPKTHKTSHCYRITYRHMERTLSQREVRHIHQALQEAAVQLLGVEGRF. The pIC50 is 5.7.